Dataset: Forward reaction prediction with 1.9M reactions from USPTO patents (1976-2016). Task: Predict the product of the given reaction. (1) Given the reactants [CH2:1]([N:4]([C@@H:33]([CH3:38])[C:34]([F:37])([F:36])[F:35])[S:5]([C:8]1[CH:9]=[CH:10][C:11]([C:14]2[N:15](C(OC(C)(C)C)=O)[C:16]3[C:21]([CH:22]=2)=[CH:20][CH:19]=[C:18]([CH:23]2[CH2:25][CH2:24]2)[CH:17]=3)=[N:12][CH:13]=1)(=[O:7])=[O:6])[CH:2]=[CH2:3].N1CCCC1, predict the reaction product. The product is: [CH2:1]([N:4]([C@@H:33]([CH3:38])[C:34]([F:35])([F:37])[F:36])[S:5]([C:8]1[CH:13]=[N:12][C:11]([C:14]2[NH:15][C:16]3[C:21]([CH:22]=2)=[CH:20][CH:19]=[C:18]([CH:23]2[CH2:25][CH2:24]2)[CH:17]=3)=[CH:10][CH:9]=1)(=[O:6])=[O:7])[CH:2]=[CH2:3]. (2) Given the reactants NC1[C:8](I)=[CH:7][CH:6]=[CH:5][C:3]=1[NH2:4].[Cl:10][CH2:11][CH2:12][CH2:13][C:14]#[CH:15].C([N:18](CC)CC)C, predict the reaction product. The product is: [Cl:10][CH2:11][CH2:12][CH2:13][C:14]#[C:15][C:5]1[C:3]([NH2:4])=[N:18][CH:8]=[CH:7][CH:6]=1. (3) Given the reactants C(NC(=O)[N:10]([CH2:13][C:14]1[CH:19]=[C:18]([C:20]([F:23])([F:22])[F:21])[CH:17]=[CH:16][C:15]=1[C:24]1[CH:29]=[C:28]([C:30]([F:33])([F:32])[F:31])[CH:27]=[C:26]([C@@H:34]([CH3:47])[C:35](N[C@H](C)CC2C=CC=CC=2)=[O:36])[CH:25]=1)[CH2:11][CH3:12])C1C=CC=CC=1.[OH:49]S(O)(=O)=O, predict the reaction product. The product is: [CH2:11]([NH:10][CH2:13][C:14]1[CH:19]=[C:18]([C:20]([F:22])([F:23])[F:21])[CH:17]=[CH:16][C:15]=1[C:24]1[CH:29]=[C:28]([C:30]([F:32])([F:33])[F:31])[CH:27]=[C:26]([C@@H:34]([CH3:47])[C:35]([OH:36])=[O:49])[CH:25]=1)[CH3:12]. (4) Given the reactants [C:1]([O:5][C:6](=[O:33])[N:7]([CH2:9][CH2:10][NH:11][C:12]([C:14]1[N:15]=[CH:16][C:17]2[C:18](=[O:32])[N:19]([CH2:25][C:26]3[CH:31]=[CH:30][CH:29]=[CH:28][CH:27]=3)[CH:20]=[CH:21][C:22]=2[C:23]=1[OH:24])=[O:13])[CH3:8])(C)(C)C.FC(F)(F)C(O)=O.N1C=CC=CC=1.ClC(OC)=O, predict the reaction product. The product is: [CH3:1][O:5][C:6](=[O:33])[N:7]([CH2:9][CH2:10][NH:11][C:12]([C:14]1[N:15]=[CH:16][C:17]2[C:18](=[O:32])[N:19]([CH2:25][C:26]3[CH:27]=[CH:28][CH:29]=[CH:30][CH:31]=3)[CH:20]=[CH:21][C:22]=2[C:23]=1[OH:24])=[O:13])[CH3:8].